From a dataset of Reaction yield outcomes from USPTO patents with 853,638 reactions. Predict the reaction yield, written as a fraction of the theoretical maximum amount of product (1.0 means a 100% yield; for example, 0.34 means a 34% yield). (1) The reactants are Br[CH:2]1[CH2:8][CH2:7][CH2:6][CH2:5][CH:4]([C:9]([O:11][CH3:12])=[O:10])[C:3]1=O.[Cl:14][C:15]1[CH:21]=[CH:20][C:18]([NH2:19])=[CH:17][CH:16]=1.O. The catalyst is C(Cl)Cl. The product is [Cl:14][C:15]1[CH:16]=[C:17]2[C:18](=[CH:20][CH:21]=1)[NH:19][C:3]1[CH:4]([C:9]([O:11][CH3:12])=[O:10])[CH2:5][CH2:6][CH2:7][CH2:8][C:2]2=1. The yield is 0.530. (2) The reactants are [N+:18]([C:14]1[CH:13]=[C:12]([S:11][S:11][C:12]2[CH:17]=[CH:16][CH:15]=[C:14]([N+:18]([O-:20])=[O:19])[CH:13]=2)[CH:17]=[CH:16][CH:15]=1)([O-:20])=[O:19].[C:21]([Si:25]([CH3:46])([CH3:45])[O:26][C:27]([C:30]1[NH:31][C:32]2[C:37]([CH:38]=1)=[CH:36][C:35]([C:39]#[N:40])=[C:34]([C:41]([F:44])([F:43])[F:42])[CH:33]=2)([CH3:29])[CH3:28])([CH3:24])([CH3:23])[CH3:22]. No catalyst specified. The product is [C:21]([Si:25]([CH3:46])([CH3:45])[O:26][C:27]([C:30]1[NH:31][C:32]2[C:37]([C:38]=1[S:11][C:12]1[CH:17]=[CH:16][CH:15]=[C:14]([N+:18]([O-:20])=[O:19])[CH:13]=1)=[CH:36][C:35]([C:39]#[N:40])=[C:34]([C:41]([F:43])([F:44])[F:42])[CH:33]=2)([CH3:29])[CH3:28])([CH3:24])([CH3:22])[CH3:23]. The yield is 0.630.